The task is: Predict the reactants needed to synthesize the given product.. This data is from Full USPTO retrosynthesis dataset with 1.9M reactions from patents (1976-2016). (1) Given the product [C:1]([O:5][C:6](=[O:26])[C:7]1[CH:12]=[CH:11][C:10]([CH2:13][N:14]2[C:23](=[O:24])[CH:22]=[C:21]3[C:16]([CH:17]=[C:18]([C:42]#[C:41][CH2:40][C:34]4[CH:39]=[CH:38][CH:37]=[CH:36][CH:35]=4)[CH:19]=[CH:20]3)=[CH:15]2)=[CH:9][CH:8]=1)([CH3:4])([CH3:3])[CH3:2], predict the reactants needed to synthesize it. The reactants are: [C:1]([O:5][C:6](=[O:26])[C:7]1[CH:12]=[CH:11][C:10]([CH2:13][N:14]2[C:23](=[O:24])[CH:22]=[C:21]3[C:16]([CH:17]=[C:18](Br)[CH:19]=[CH:20]3)=[CH:15]2)=[CH:9][CH:8]=1)([CH3:4])([CH3:3])[CH3:2].C(N(CC)CC)C.[C:34]1([CH2:40][C:41]#[CH:42])[CH:39]=[CH:38][CH:37]=[CH:36][CH:35]=1. (2) Given the product [O:1]=[CH:2][CH:3]([NH:15][C:16](=[O:22])[O:17][C:18]([CH3:20])([CH3:19])[CH3:21])[CH2:4][C:5]1[CH:10]=[CH:9][CH:8]=[C:7]([C:11]([F:14])([F:13])[F:12])[CH:6]=1, predict the reactants needed to synthesize it. The reactants are: [OH:1][CH2:2][C@@H:3]([NH:15][C:16](=[O:22])[O:17][C:18]([CH3:21])([CH3:20])[CH3:19])[CH2:4][C:5]1[CH:10]=[CH:9][CH:8]=[C:7]([C:11]([F:14])([F:13])[F:12])[CH:6]=1.C(=O)(O)[O-].[Na+].CC(OI1(OC(C)=O)(OC(C)=O)OC(=O)C2C=CC=CC1=2)=O.